Dataset: NCI-60 drug combinations with 297,098 pairs across 59 cell lines. Task: Regression. Given two drug SMILES strings and cell line genomic features, predict the synergy score measuring deviation from expected non-interaction effect. (1) Drug 1: CS(=O)(=O)CCNCC1=CC=C(O1)C2=CC3=C(C=C2)N=CN=C3NC4=CC(=C(C=C4)OCC5=CC(=CC=C5)F)Cl. Drug 2: CCC1(CC2CC(C3=C(CCN(C2)C1)C4=CC=CC=C4N3)(C5=C(C=C6C(=C5)C78CCN9C7C(C=CC9)(C(C(C8N6C)(C(=O)OC)O)OC(=O)C)CC)OC)C(=O)OC)O.OS(=O)(=O)O. Cell line: NCI/ADR-RES. Synergy scores: CSS=-0.881, Synergy_ZIP=3.99, Synergy_Bliss=4.92, Synergy_Loewe=-4.32, Synergy_HSA=-5.54. (2) Drug 1: COC1=C(C=C2C(=C1)N=CN=C2NC3=CC(=C(C=C3)F)Cl)OCCCN4CCOCC4. Cell line: CAKI-1. Synergy scores: CSS=53.7, Synergy_ZIP=-4.94, Synergy_Bliss=-2.95, Synergy_Loewe=0.749, Synergy_HSA=0.897. Drug 2: CN(CC1=CN=C2C(=N1)C(=NC(=N2)N)N)C3=CC=C(C=C3)C(=O)NC(CCC(=O)O)C(=O)O. (3) Drug 1: CC1OCC2C(O1)C(C(C(O2)OC3C4COC(=O)C4C(C5=CC6=C(C=C35)OCO6)C7=CC(=C(C(=C7)OC)O)OC)O)O. Drug 2: CC(C1=C(C=CC(=C1Cl)F)Cl)OC2=C(N=CC(=C2)C3=CN(N=C3)C4CCNCC4)N. Cell line: OVCAR-4. Synergy scores: CSS=1.30, Synergy_ZIP=-0.256, Synergy_Bliss=-2.11, Synergy_Loewe=-3.14, Synergy_HSA=-2.73. (4) Drug 1: CN1C2=C(C=C(C=C2)N(CCCl)CCCl)N=C1CCCC(=O)O.Cl. Drug 2: C(CC(=O)O)C(=O)CN.Cl. Cell line: BT-549. Synergy scores: CSS=3.07, Synergy_ZIP=-0.585, Synergy_Bliss=0.686, Synergy_Loewe=-2.30, Synergy_HSA=-1.86. (5) Drug 1: CC(C1=C(C=CC(=C1Cl)F)Cl)OC2=C(N=CC(=C2)C3=CN(N=C3)C4CCNCC4)N. Drug 2: C1C(C(OC1N2C=NC3=C2NC=NCC3O)CO)O. Cell line: NCI-H226. Synergy scores: CSS=14.2, Synergy_ZIP=-1.04, Synergy_Bliss=3.34, Synergy_Loewe=0.362, Synergy_HSA=3.07.